From a dataset of CYP2C9 inhibition data for predicting drug metabolism from PubChem BioAssay. Regression/Classification. Given a drug SMILES string, predict its absorption, distribution, metabolism, or excretion properties. Task type varies by dataset: regression for continuous measurements (e.g., permeability, clearance, half-life) or binary classification for categorical outcomes (e.g., BBB penetration, CYP inhibition). Dataset: cyp2c9_veith. (1) The compound is COc1ccc(OC)c(NC(=O)CSc2nc3ccccc3cc2Cc2ccccc2)c1. The result is 1 (inhibitor). (2) The drug is NC1=Nc2ccccc2Oc2ccccc21. The result is 0 (non-inhibitor). (3) The molecule is C/C(CCN1CCCc2nc(C)c(C)cc21)=N\O[C@@H](C)c1cn([C@H](CO)Cc2ccccc2)nn1. The result is 0 (non-inhibitor). (4) The compound is O=C(Nc1cc2ccccc2oc1=O)C1CCCCC1. The result is 0 (non-inhibitor). (5) The compound is COC(=O)N1CCC2(CCCN(C(=O)Nc3cccc(F)c3)C2)CC1. The result is 0 (non-inhibitor). (6) The compound is CN1C[C@H](CO)C=C2c3cccc4[nH]cc(c34)C[C@@H]21. The result is 0 (non-inhibitor).